This data is from Peptide-MHC class I binding affinity with 185,985 pairs from IEDB/IMGT. The task is: Regression. Given a peptide amino acid sequence and an MHC pseudo amino acid sequence, predict their binding affinity value. This is MHC class I binding data. (1) The peptide sequence is RTLHPFGCK. The MHC is HLA-A24:03 with pseudo-sequence HLA-A24:03. The binding affinity (normalized) is 0.0847. (2) The peptide sequence is FVFEATKLY. The MHC is HLA-B46:01 with pseudo-sequence HLA-B46:01. The binding affinity (normalized) is 0.0847.